This data is from Reaction yield outcomes from USPTO patents with 853,638 reactions. The task is: Predict the reaction yield, written as a fraction of the theoretical maximum amount of product (1.0 means a 100% yield; for example, 0.34 means a 34% yield). (1) The yield is 0.420. The catalyst is C(OCC)(=O)C.[Cu]I. The reactants are [Br:1][C:2]1[C:3]([OH:16])=[C:4]2[C:9](=[CH:10][CH:11]=1)[N:8]([C:12](=[O:14])[CH3:13])[C@@H:7]([CH3:15])[CH2:6][CH2:5]2.Cl[C:18]1[CH:23]=[C:22]([CH3:24])[CH:21]=[CH:20][N:19]=1.CN(C)C=O.C(=O)([O-])[O-].[Cs+].[Cs+]. The product is [Br:1][C:2]1[C:3]([O:16][C:18]2[CH:23]=[C:22]([CH3:24])[CH:21]=[CH:20][N:19]=2)=[C:4]2[C:9](=[CH:10][CH:11]=1)[N:8]([C:12](=[O:14])[CH3:13])[C@@H:7]([CH3:15])[CH2:6][CH2:5]2. (2) The reactants are [F:1][C:2]1[CH:3]=[CH:4][CH:5]=[C:6]2[C:10]=1[NH:9][CH:8]=[CH:7]2.[B:11]1([B:11]2[O:15][C:14]([CH3:17])([CH3:16])[C:13]([CH3:19])([CH3:18])[O:12]2)[O:15][C:14]([CH3:17])([CH3:16])[C:13]([CH3:19])([CH3:18])[O:12]1. The catalyst is CC(C1C=CN=C(C2C=C(C(C)(C)C)C=CN=2)C=1)(C)C.CCCCCC. The product is [F:1][C:2]1[CH:3]=[CH:4][CH:5]=[C:6]2[C:10]=1[NH:9][C:8]([B:11]1[O:15][C:14]([CH3:17])([CH3:16])[C:13]([CH3:19])([CH3:18])[O:12]1)=[CH:7]2. The yield is 0.550.